Dataset: Full USPTO retrosynthesis dataset with 1.9M reactions from patents (1976-2016). Task: Predict the reactants needed to synthesize the given product. (1) Given the product [C:17]([C:21]1[CH:22]=[C:23]2[C:28](=[C:29]([F:31])[CH:30]=1)[C:27](=[O:32])[N:26]([C:2]1[C:3]([CH2:15][OH:16])=[C:4]([N:8]3[CH:12]=[CH:11][C:10]([C:13]([NH2:14])=[O:34])=[N:9]3)[CH:5]=[CH:6][CH:7]=1)[N:25]=[CH:24]2)([CH3:20])([CH3:18])[CH3:19], predict the reactants needed to synthesize it. The reactants are: Br[C:2]1[C:3]([CH:15]=[O:16])=[C:4]([N:8]2[CH:12]=[CH:11][C:10]([C:13]#[N:14])=[N:9]2)[CH:5]=[CH:6][CH:7]=1.[C:17]([C:21]1[CH:22]=[C:23]2[C:28](=[C:29]([F:31])[CH:30]=1)[C:27](=[O:32])[NH:26][N:25]=[CH:24]2)([CH3:20])([CH3:19])[CH3:18].C(=O)(O)[O-:34].[Na+].[NH4+].[Cl-]. (2) Given the product [N+:9]([C:5]1[C:4]([N:12]2[CH:16]=[CH:15][CH:14]=[N:13]2)=[CH:3][C:2]([C:19]2[CH:18]=[N:17][CH:22]=[CH:21][CH:20]=2)=[CH:7][C:6]=1[NH2:8])([O-:11])=[O:10], predict the reactants needed to synthesize it. The reactants are: Br[C:2]1[CH:3]=[C:4]([N:12]2[CH:16]=[CH:15][CH:14]=[N:13]2)[C:5]([N+:9]([O-:11])=[O:10])=[C:6]([NH2:8])[CH:7]=1.[N:17]1[CH:22]=[CH:21][CH:20]=[C:19](B(CC)CC)[CH:18]=1.C(=O)([O-])[O-].[Na+].[Na+]. (3) Given the product [CH2:1]([N:8]1[CH2:16][CH:15]2[CH:10]([N:11]([CH3:17])[CH2:12][CH2:13][CH2:14]2)[CH2:9]1)[C:2]1[CH:3]=[CH:4][CH:5]=[CH:6][CH:7]=1, predict the reactants needed to synthesize it. The reactants are: [CH2:1]([N:8]1[CH2:16][CH:15]2[CH:10]([NH:11][CH2:12][CH2:13][CH2:14]2)[CH2:9]1)[C:2]1[CH:7]=[CH:6][CH:5]=[CH:4][CH:3]=1.[CH2:17]=O.[OH-].[Na+]. (4) Given the product [F:1][C:2]1[CH:3]=[C:4]2[C:8](=[CH:9][CH:10]=1)[C:7](=[O:11])[NH:17][CH2:6][CH2:5]2, predict the reactants needed to synthesize it. The reactants are: [F:1][C:2]1[CH:3]=[C:4]2[C:8](=[CH:9][CH:10]=1)[C:7](=[O:11])[CH2:6][CH2:5]2.CS(O)(=O)=O.[N-:17]=[N+]=[N-].[Na+].[OH-].[Na+].